Predict the reactants needed to synthesize the given product. From a dataset of Full USPTO retrosynthesis dataset with 1.9M reactions from patents (1976-2016). (1) Given the product [CH:27]([N:23]1[C:22]([C:16]2[N:15]=[C:14]3[C:13]4[CH:30]=[CH:31][C:10]([O:9][C@@H:7]([CH3:8])[C:6]([NH2:41])=[O:5])=[CH:11][C:12]=4[O:21][CH2:20][CH2:19][N:18]3[CH:17]=2)=[N:26][CH:25]=[N:24]1)([CH3:29])[CH3:28], predict the reactants needed to synthesize it. The reactants are: C([O:5][C:6](=O)[C@@H:7]([O:9][C:10]1[CH:31]=[CH:30][C:13]2[C:14]3[N:18]([CH2:19][CH2:20][O:21][C:12]=2[CH:11]=1)[CH:17]=[C:16]([C:22]1[N:23]([CH:27]([CH3:29])[CH3:28])[N:24]=[CH:25][N:26]=1)[N:15]=3)[CH3:8])(C)(C)C.C(O)(C(F)(F)F)=O.C[N:41](C(ON1N=NC2C=CC=NC1=2)=[N+](C)C)C.F[P-](F)(F)(F)(F)F.[Cl-].[NH4+].C(N(CC)CC)C. (2) Given the product [C:1]([C:3]1[CH:4]=[CH:5][C:6]([CH2:7][NH:8][C:9](=[O:20])[CH:10]([C:13]2[CH:18]=[CH:17][C:16]([O:19][CH2:23][CH3:24])=[CH:15][CH:14]=2)[O:11][CH3:12])=[CH:21][CH:22]=1)#[N:2], predict the reactants needed to synthesize it. The reactants are: [C:1]([C:3]1[CH:22]=[CH:21][C:6]([CH2:7][NH:8][C:9](=[O:20])[CH:10]([C:13]2[CH:18]=[CH:17][C:16]([OH:19])=[CH:15][CH:14]=2)[O:11][CH3:12])=[CH:5][CH:4]=1)#[N:2].[CH2:23](I)[CH3:24].C(=O)([O-])[O-].[Cs+].[Cs+]. (3) Given the product [CH:15]1[N:19]2[C:20]3[CH:28]=[CH:27][CH:26]=[CH:25][C:21]=3[CH2:22][CH2:23][CH2:24][C:18]2=[C:17](/[CH:29]=[C:7]2/[C:2](=[O:1])[N:3]([C:8]([O:10][C:11]([CH3:14])([CH3:13])[CH3:12])=[O:9])[CH2:4][CH2:5][CH2:6]/2)[N:16]=1, predict the reactants needed to synthesize it. The reactants are: [O:1]=[C:2]1[CH2:7][CH2:6][CH2:5][CH2:4][N:3]1[C:8]([O:10][C:11]([CH3:14])([CH3:13])[CH3:12])=[O:9].[CH:15]1[N:19]2[C:20]3[CH:28]=[CH:27][CH:26]=[CH:25][C:21]=3[CH2:22][CH2:23][CH2:24][C:18]2=[C:17]([CH:29]=O)[N:16]=1.[Cl-].[NH4+]. (4) Given the product [CH3:14][C:11]1[N:10]=[CH:9][N:8]([C:5]2[CH:6]=[CH:7][C:2]([F:1])=[C:3]([CH:4]=2)[NH2:15])[C:12]=1[CH3:13], predict the reactants needed to synthesize it. The reactants are: [F:1][C:2]1[CH:7]=[CH:6][C:5]([N:8]2[C:12]([CH3:13])=[C:11]([CH3:14])[N:10]=[CH:9]2)=[CH:4][C:3]=1[N+:15]([O-])=O. (5) Given the product [Br:1][C:2]1[C:11]2[C:6](=[CH:7][CH:8]=[CH:9][CH:10]=2)[CH:5]=[CH:4][C:3]=1[O:12][Si:16]([CH:20]([CH3:22])[CH3:21])([CH:17]([CH3:19])[CH3:18])[CH:13]([CH3:15])[CH3:14], predict the reactants needed to synthesize it. The reactants are: [Br:1][C:2]1[C:11]2[C:6](=[CH:7][CH:8]=[CH:9][CH:10]=2)[CH:5]=[CH:4][C:3]=1[OH:12].[CH:13]([Si:16](Cl)([CH:20]([CH3:22])[CH3:21])[CH:17]([CH3:19])[CH3:18])([CH3:15])[CH3:14].N1C=CN=C1.N1C=CC=CC=1.